From a dataset of Forward reaction prediction with 1.9M reactions from USPTO patents (1976-2016). Predict the product of the given reaction. Given the reactants [Cl:1][C:2]1[CH:3]=[CH:4][C:5]([O:19][CH3:20])=[C:6]([N:8]2[C:12]([C:13]#[N:14])=[CH:11][C:10]([C:15]([F:18])([F:17])[F:16])=[N:9]2)[CH:7]=1.CCOCC.Cl.C(Cl)(Cl)Cl.CO, predict the reaction product. The product is: [ClH:1].[Cl:1][C:2]1[CH:3]=[CH:4][C:5]([O:19][CH3:20])=[C:6]([N:8]2[C:12]([CH2:13][NH2:14])=[CH:11][C:10]([C:15]([F:16])([F:17])[F:18])=[N:9]2)[CH:7]=1.